This data is from Full USPTO retrosynthesis dataset with 1.9M reactions from patents (1976-2016). The task is: Predict the reactants needed to synthesize the given product. (1) Given the product [CH3:4][CH:5]1[CH2:14][C:13]2[C:8](=[CH:9][CH:10]=[CH:11][C:12]=2[O:15][C:16]2[N:17]=[CH:18][C:19]([NH2:22])=[CH:20][CH:21]=2)[O:7][CH2:6]1, predict the reactants needed to synthesize it. The reactants are: O.NN.[CH3:4][CH:5]1[CH2:14][C:13]2[C:8](=[CH:9][CH:10]=[CH:11][C:12]=2[O:15][C:16]2[CH:21]=[CH:20][C:19]([N+:22]([O-])=O)=[CH:18][N:17]=2)[O:7][CH2:6]1. (2) Given the product [CH3:13][O:12][C:9]1[CH:10]=[C:11]2[C:6](=[CH:7][C:8]=1[O:14][CH3:15])[N:5]=[CH:4][N:3]=[C:2]2[NH:16][C:17]1[CH:21]=[C:20]([C:22]([CH3:25])([CH3:23])[CH3:24])[Se:19][C:18]=1[C:26]([NH2:28])=[O:27], predict the reactants needed to synthesize it. The reactants are: Cl[C:2]1[C:11]2[C:6](=[CH:7][C:8]([O:14][CH3:15])=[C:9]([O:12][CH3:13])[CH:10]=2)[N:5]=[CH:4][N:3]=1.[NH2:16][C:17]1[CH:21]=[C:20]([C:22]([CH3:25])([CH3:24])[CH3:23])[Se:19][C:18]=1[C:26]([NH2:28])=[O:27].[OH-].[Na+].[K+].[Br-]. (3) Given the product [Cl:1][C:2]1[CH:3]=[C:4]([N:8]2[CH:12]=[C:11]([NH2:13])[CH:10]=[N:9]2)[CH:5]=[CH:6][CH:7]=1, predict the reactants needed to synthesize it. The reactants are: [Cl:1][C:2]1[CH:3]=[C:4]([N:8]2[CH:12]=[C:11]([NH:13]C(=O)C3C=CC=CC=3)[CH:10]=[N:9]2)[CH:5]=[CH:6][CH:7]=1.S(=O)(=O)(O)O.[OH-].[Na+]. (4) Given the product [OH:8][C:9]1[CH:10]=[C:11]([C:15]2[CH:24]=[CH:23][CH:22]=[C:21]3[C:16]=2[CH:17]=[CH:18][N:19]=[C:20]3[NH:25][C:26]2[CH:31]=[CH:30][C:29]([C:32]([F:35])([F:33])[F:34])=[CH:28][CH:27]=2)[CH:12]=[CH:13][CH:14]=1, predict the reactants needed to synthesize it. The reactants are: C([O:8][C:9]1[CH:10]=[C:11]([C:15]2[CH:24]=[CH:23][CH:22]=[C:21]3[C:16]=2[CH:17]=[CH:18][N:19]=[C:20]3[NH:25][C:26]2[CH:31]=[CH:30][C:29]([C:32]([F:35])([F:34])[F:33])=[CH:28][CH:27]=2)[CH:12]=[CH:13][CH:14]=1)C1C=CC=CC=1. (5) Given the product [C:13]([O:17][C:18]([N:20]1[CH2:25][CH2:24][CH:23]([N:1]2[C:2]3[C:3](=[CH:4][CH:5]=[CH:6][CH:7]=3)[CH2:8][C:9]2=[O:11])[CH2:22][CH2:21]1)=[O:19])([CH3:16])([CH3:14])[CH3:15], predict the reactants needed to synthesize it. The reactants are: [NH2:1][C:2]1[CH:7]=[CH:6][CH:5]=[CH:4][C:3]=1[CH2:8][C:9]([O:11]C)=O.[C:13]([O:17][C:18]([N:20]1[CH2:25][CH2:24][C:23](=O)[CH2:22][CH2:21]1)=[O:19])([CH3:16])([CH3:15])[CH3:14].C(O[BH-](OC(=O)C)OC(=O)C)(=O)C.[Na+].C(O)(=O)C. (6) Given the product [Cl:1][C:2]1[C:3]([CH2:21][NH2:22])=[N:4][CH:5]=[C:6]([C:8]2[CH:13]=[CH:12][CH:11]=[C:10]([F:14])[C:9]=2[C:15]2[N:16]=[N:17][N:18]([CH3:20])[N:19]=2)[CH:7]=1, predict the reactants needed to synthesize it. The reactants are: [Cl:1][C:2]1[C:3]([C:21]#[N:22])=[N:4][CH:5]=[C:6]([C:8]2[CH:13]=[CH:12][CH:11]=[C:10]([F:14])[C:9]=2[C:15]2[N:16]=[N:17][N:18]([CH3:20])[N:19]=2)[CH:7]=1. (7) Given the product [NH2:21][C@@H:19]([CH3:20])[CH2:18][N:13]1[CH:12]=[C:11]([C:15]#[N:16])[C:10]([C:4]2[CH:5]=[CH:6][C:7]([C:8]#[N:9])=[C:2]([Cl:1])[CH:3]=2)=[N:14]1, predict the reactants needed to synthesize it. The reactants are: [Cl:1][C:2]1[CH:3]=[C:4]([C:10]2[NH:14][N:13]=[CH:12][C:11]=2[C:15]#[N:16])[CH:5]=[CH:6][C:7]=1[C:8]#[N:9].O[CH2:18][C@@H:19]([NH:21]C(=O)OC(C)(C)C)[CH3:20].C1(P(C2C=CC=CC=2)C2C=CC=CC=2)C=CC=CC=1.N(C(OC(C)(C)C)=O)=NC(OC(C)(C)C)=O. (8) Given the product [CH2:8]([O:4][CH2:3][C:2]([CH2:5][Cl:15])([CH3:7])[CH3:1])[CH2:9][CH2:10][CH3:11], predict the reactants needed to synthesize it. The reactants are: [CH3:1][C:2]([CH3:7])([CH2:5]O)[CH2:3][OH:4].[CH2:8](Br)[CH2:9][CH2:10][CH3:11].O=S(Cl)[Cl:15]. (9) Given the product [F:9][C:3]1[CH:4]=[C:5]([OH:8])[CH:6]=[CH:7][C:2]=1[NH:1][C:16](=[O:17])[O:18][CH2:19][C:20]1[CH:25]=[CH:24][CH:23]=[CH:22][CH:21]=1, predict the reactants needed to synthesize it. The reactants are: [NH2:1][C:2]1[CH:7]=[CH:6][C:5]([OH:8])=[CH:4][C:3]=1[F:9].C(=O)([O-])O.[Na+].Cl[C:16]([O:18][CH2:19][C:20]1[CH:25]=[CH:24][CH:23]=[CH:22][CH:21]=1)=[O:17].